From a dataset of Reaction yield outcomes from USPTO patents with 853,638 reactions. Predict the reaction yield, written as a fraction of the theoretical maximum amount of product (1.0 means a 100% yield; for example, 0.34 means a 34% yield). (1) The reactants are [C:1]([CH2:3][C:4]1[NH:8][N:7]=[C:6]([C:9]2[CH:14]=[CH:13][CH:12]=[CH:11][CH:10]=2)[N:5]=1)#[N:2].C([O:17][C:18](=O)[CH:19]([C:23]1[CH:28]=[CH:27][CH:26]=[CH:25][CH:24]=1)[C:20]([CH3:22])=O)C.C([O-])(=O)C.[NH4+]. The catalyst is O. The product is [CH3:22][C:20]1[C:3]([C:1]#[N:2])=[C:4]2[NH:5][C:6]([C:9]3[CH:14]=[CH:13][CH:12]=[CH:11][CH:10]=3)=[N:7][N:8]2[C:18](=[O:17])[C:19]=1[C:23]1[CH:28]=[CH:27][CH:26]=[CH:25][CH:24]=1. The yield is 0.500. (2) The reactants are [F:1][C:2]1[CH:3]=[CH:4][C:5]([C:21]([N:23]2[CH2:28][CH2:27][O:26][CH2:25][CH2:24]2)=[O:22])=[C:6]2[C:10]=1[NH:9][C:8]1[C:11]([CH2:18][CH:19]=[O:20])([CH2:15][CH2:16][CH3:17])[O:12][CH2:13][CH2:14][C:7]2=1.O.[O-:30]Cl=O.[Na+].Cl. The catalyst is CS(C)=O. The product is [F:1][C:2]1[CH:3]=[CH:4][C:5]([C:21]([N:23]2[CH2:24][CH2:25][O:26][CH2:27][CH2:28]2)=[O:22])=[C:6]2[C:10]=1[NH:9][C:8]1[C:11]([CH2:18][C:19]([OH:30])=[O:20])([CH2:15][CH2:16][CH3:17])[O:12][CH2:13][CH2:14][C:7]2=1. The yield is 0.750. (3) The reactants are [F:1][C:2]1[CH:3]=[C:4]([C:8]2[C:13]([C:14]3[CH:19]=[CH:18][N:17]=[CH:16][CH:15]=3)=[CH:12][C:11]([NH2:20])=[C:10]([NH2:21])[N:9]=2)[CH:5]=[CH:6][CH:7]=1.[CH2:22](OC(OCC)OCC)C.C(=O)([O-])O.[Na+]. The catalyst is C(O)(=O)C. The product is [F:1][C:2]1[CH:3]=[C:4]([C:8]2[N:9]=[C:10]3[NH:21][CH:22]=[N:20][C:11]3=[CH:12][C:13]=2[C:14]2[CH:19]=[CH:18][N:17]=[CH:16][CH:15]=2)[CH:5]=[CH:6][CH:7]=1. The yield is 0.540. (4) The reactants are [N:1]([C:10]([O:12][C:13]([CH3:16])([CH3:15])[CH3:14])=[O:11])=[N:2][C:3]([O:5][C:6]([CH3:9])([CH3:8])[CH3:7])=[O:4].[CH2:17]([Mg]Br)[CH2:18][CH:19]=[CH2:20].CC(O)=O. The catalyst is C1COCC1. The product is [C:13]([O:12][C:10]([N:1]([CH2:20][CH2:19][CH:18]=[CH2:17])[NH:2][C:3]([O:5][C:6]([CH3:7])([CH3:8])[CH3:9])=[O:4])=[O:11])([CH3:16])([CH3:15])[CH3:14]. The yield is 0.870. (5) The reactants are C[O:2][C:3](=[O:32])[C:4]1[CH:9]=[CH:8][C:7]([O:10][CH2:11][CH2:12][CH2:13][O:14][C:15]2[CH:20]=[CH:19][C:18]([C:21]([OH:30])([C:26]([F:29])([F:28])[F:27])[C:22]([F:25])([F:24])[F:23])=[CH:17][C:16]=2[CH3:31])=[CH:6][CH:5]=1.[Li+].[OH-].OS([O-])(=O)=O.[K+]. The catalyst is C1COCC1. The product is [CH3:31][C:16]1[CH:17]=[C:18]([C:21]([OH:30])([C:22]([F:25])([F:23])[F:24])[C:26]([F:27])([F:29])[F:28])[CH:19]=[CH:20][C:15]=1[O:14][CH2:13][CH2:12][CH2:11][O:10][C:7]1[CH:6]=[CH:5][C:4]([C:3]([OH:32])=[O:2])=[CH:9][CH:8]=1. The yield is 0.650. (6) The reactants are [C:1]([C:4]1[CH:21]=[CH:20][C:7]2[N:8]=[C:9]([C:11]3[CH:12]=[C:13]([S:16](O)(=[O:18])=[O:17])[S:14][CH:15]=3)[S:10][C:6]=2[CH:5]=1)(=[O:3])[CH3:2].P(Cl)(Cl)([Cl:24])=O.P(Cl)(Cl)(Cl)(Cl)Cl. No catalyst specified. The product is [C:1]([C:4]1[CH:21]=[CH:20][C:7]2[N:8]=[C:9]([C:11]3[CH:12]=[C:13]([S:16]([Cl:24])(=[O:18])=[O:17])[S:14][CH:15]=3)[S:10][C:6]=2[CH:5]=1)(=[O:3])[CH3:2]. The yield is 0.660. (7) The reactants are [F:1][C:2]1[C:3]([O:49]C)=[CH:4][C:5]([CH2:44][C:45]([F:48])([F:47])[F:46])=[C:6]([C:8]2[N:13]=[C:12]3[NH:14][N:15]=[C:16]([C:17]4[NH:21][C:20]([CH:22]5[CH2:27][CH2:26][NH:25][CH2:24][CH2:23]5)=[N:19][N:18]=4)[C:11]3=[C:10]([NH:28][CH2:29][C:30]3[CH:35]=[C:34]([O:36]C)[CH:33]=[CH:32][C:31]=3[N:38]([CH3:43])[S:39]([CH3:42])(=[O:41])=[O:40])[N:9]=2)[CH:7]=1.C(N(CC)CC)C.C[Si]([N:62]=[C:63]=[O:64])(C)C.B(Br)(Br)Br. The catalyst is C(Cl)Cl. The product is [F:1][C:2]1[C:3]([OH:49])=[CH:4][C:5]([CH2:44][C:45]([F:46])([F:47])[F:48])=[C:6]([C:8]2[N:13]=[C:12]3[NH:14][N:15]=[C:16]([C:17]4[NH:21][C:20]([CH:22]5[CH2:23][CH2:24][N:25]([C:63]([NH2:62])=[O:64])[CH2:26][CH2:27]5)=[N:19][N:18]=4)[C:11]3=[C:10]([NH:28][CH2:29][C:30]3[CH:35]=[C:34]([OH:36])[CH:33]=[CH:32][C:31]=3[N:38]([CH3:43])[S:39]([CH3:42])(=[O:40])=[O:41])[N:9]=2)[CH:7]=1. The yield is 0.780. (8) The product is [OH:37][C@@:30]1([C:28]#[C:29][C:2]2[CH:3]=[C:4]([N:8]3[C:16]4[CH2:15][CH2:14][N:13]([C:17]5[CH:22]=[CH:21][N:20]=[CH:19][N:18]=5)[CH2:12][C:11]=4[C:10]([C:23]([O:25][CH2:26][CH3:27])=[O:24])=[N:9]3)[CH:5]=[CH:6][CH:7]=2)[CH2:34][CH2:33][N:32]([CH3:35])[C:31]1=[O:36]. The yield is 0.700. No catalyst specified. The reactants are Br[C:2]1[CH:3]=[C:4]([N:8]2[C:16]3[CH2:15][CH2:14][N:13]([C:17]4[CH:22]=[CH:21][N:20]=[CH:19][N:18]=4)[CH2:12][C:11]=3[C:10]([C:23]([O:25][CH2:26][CH3:27])=[O:24])=[N:9]2)[CH:5]=[CH:6][CH:7]=1.[C:28]([C@:30]1([OH:37])[CH2:34][CH2:33][N:32]([CH3:35])[C:31]1=[O:36])#[CH:29].